This data is from Forward reaction prediction with 1.9M reactions from USPTO patents (1976-2016). The task is: Predict the product of the given reaction. (1) Given the reactants [CH3:1][O:2][C:3]1[CH:8]=[CH:7][C:6]([C:9]2[CH:14]=[CH:13][N:12]=[CH:11][CH:10]=2)=[C:5]([C:15]2[CH:20]=[CH:19][N:18]=[CH:17][CH:16]=2)[CH:4]=1.C1CCCCC=1, predict the reaction product. The product is: [CH3:1][O:2][C:3]1[CH:8]=[CH:7][C:6]2[C:9]3[C:14](=[CH:13][N:12]=[CH:11][CH:10]=3)[C:16]3[CH:17]=[N:18][CH:19]=[CH:20][C:15]=3[C:5]=2[CH:4]=1. (2) Given the reactants [NH:1]1[C:9]2[C:4](=[CH:5][CH:6]=[CH:7][CH:8]=2)[CH2:3][C:2]1=[O:10].[Cl:11][C:12]1[CH:17]=[CH:16][C:15]([S:18]([C:21]2[C:22]([CH2:29][CH2:30][C:31]([OH:33])=[O:32])=[C:23]([CH:27]=O)[NH:24][C:25]=2[CH3:26])(=[O:20])=[O:19])=[CH:14][CH:13]=1.N1CCCCC1, predict the reaction product. The product is: [Cl:11][C:12]1[CH:13]=[CH:14][C:15]([S:18]([C:21]2[C:22]([CH2:29][CH2:30][C:31]([OH:33])=[O:32])=[C:23](/[CH:27]=[C:3]3\[C:2](=[O:10])[NH:1][C:9]4[C:4]\3=[CH:5][CH:6]=[CH:7][CH:8]=4)[NH:24][C:25]=2[CH3:26])(=[O:19])=[O:20])=[CH:16][CH:17]=1. (3) Given the reactants C(OC([N:8]1[CH2:17][CH2:16][C:15]2[C:11](=[CH:12][N:13]([C:18]3[C:27]4[C:22](=[CH:23][CH:24]=[C:25]([O:28][CH3:29])[N:26]=4)[N:21]=[CH:20][CH:19]=3)[N:14]=2)[CH2:10][CH2:9]1)=O)(C)(C)C.C(OC(N1CCC(=O)C(=CO)CC1)=O)(C)(C)C.COC1N=C2C(=CC=1)N=CC=C2NN.C1(C)C=CC(S(O)(=O)=O)=CC=1, predict the reaction product. The product is: [CH3:29][O:28][C:25]1[N:26]=[C:27]2[C:22](=[CH:23][CH:24]=1)[N:21]=[CH:20][CH:19]=[C:18]2[N:13]1[CH:12]=[C:11]2[C:15]([CH2:16][CH2:17][NH:8][CH2:9][CH2:10]2)=[N:14]1. (4) Given the reactants [CH3:1][C:2]([O:5][C:6]([NH:8][CH:9]1[CH2:14][CH2:13][N:12]([CH2:15][CH:16]([C:21]2[CH:22]=[CH:23][CH:24]=[C:25]3[C:30]=2[N:29]=[C:28]([O:31][CH3:32])[CH:27]=[CH:26]3)[C:17](OC)=[O:18])[CH2:11][CH2:10]1)=[O:7])([CH3:4])[CH3:3].[H-].[Al+3].[Li+].[H-].[H-].[H-].O.[OH-].[Na+], predict the reaction product. The product is: [OH:18][CH2:17][CH:16]([C:21]1[CH:22]=[CH:23][CH:24]=[C:25]2[C:30]=1[N:29]=[C:28]([O:31][CH3:32])[CH:27]=[CH:26]2)[CH2:15][N:12]1[CH2:11][CH2:10][CH:9]([NH:8][C:6](=[O:7])[O:5][C:2]([CH3:3])([CH3:1])[CH3:4])[CH2:14][CH2:13]1. (5) Given the reactants [NH2:1][C@H:2]1[CH2:6][CH2:5][N:4]([C@H:7]2[CH2:12][CH2:11][C@@H:10]([N:13]([CH:15]([CH3:17])[CH3:16])[CH3:14])[CH2:9][C@H:8]2[NH:18][C:19](=[O:21])[CH3:20])[C:3]1=[O:22].O([C:30]1[C:39]2[C:34](=[CH:35][CH:36]=[C:37]([C:40]([F:43])([F:42])[F:41])[CH:38]=2)[N+:33]([O-:44])=[CH:32][N:31]=1)C1C=CC=CC=1.C(N(CC)C(C)C)(C)C, predict the reaction product. The product is: [C:19]([NH:18][C@@H:8]1[CH2:9][C@H:10]([N:13]([CH:15]([CH3:17])[CH3:16])[CH3:14])[CH2:11][CH2:12][C@@H:7]1[N:4]1[CH2:5][CH2:6][C@H:2]([NH:1][C:30]2[C:39]3[C:34](=[CH:35][CH:36]=[C:37]([C:40]([F:43])([F:41])[F:42])[CH:38]=3)[N+:33]([O-:44])=[CH:32][N:31]=2)[C:3]1=[O:22])(=[O:21])[CH3:20]. (6) Given the reactants [F:1][C:2]1[CH:3]=[C:4]([NH2:9])[C:5]([NH2:8])=[CH:6][CH:7]=1.[Cl:10][C:11]([Cl:17])([Cl:16])[C:12](=N)OC.O, predict the reaction product. The product is: [F:1][C:2]1[CH:7]=[CH:6][C:5]2[NH:8][C:12]([C:11]([Cl:17])([Cl:16])[Cl:10])=[N:9][C:4]=2[CH:3]=1. (7) The product is: [Cl:37][C@@H:2]([C:22]1[C:23]([CH3:32])=[C:24]2[C:25](=[CH:30][CH:31]=1)[C:26](=[O:29])[O:27][CH2:28]2)[CH2:3][N:4]1[CH2:21][CH2:20][C:7]2([C:11](=[O:12])[N:10]([C:13]3[CH2:14][O:15][C:16](=[O:19])[C:17]=3[CH3:18])[CH2:9][CH2:8]2)[CH2:6][CH2:5]1. Given the reactants O[C@H:2]([C:22]1[CH:31]=[CH:30][C:25]2[C:26](=[O:29])[O:27][CH2:28][C:24]=2[C:23]=1[CH3:32])[CH2:3][N:4]1[CH2:21][CH2:20][C:7]2([C:11](=[O:12])[N:10]([C:13]3[CH2:14][O:15][C:16](=[O:19])[C:17]=3[CH3:18])[CH2:9][CH2:8]2)[CH2:6][CH2:5]1.CS([Cl:37])(=O)=O.C(N(CC)CC)C, predict the reaction product.